Dataset: Forward reaction prediction with 1.9M reactions from USPTO patents (1976-2016). Task: Predict the product of the given reaction. (1) Given the reactants [Br:1][CH2:2][C:3]1([CH2:7][OH:8])[CH2:6][O:5][CH2:4]1.[H-].[Na+].[CH3:11]I, predict the reaction product. The product is: [Br:1][CH2:2][C:3]1([CH2:7][O:8][CH3:11])[CH2:6][O:5][CH2:4]1. (2) Given the reactants [H-].[Na+].C(OP([CH2:11][C:12]#[N:13])(=O)OCC)C.[I:14][C:15]1[CH:24]=[CH:23][C:18]2C(=O)[CH2:20][O:21][C:17]=2[CH:16]=1.Cl, predict the reaction product. The product is: [I:14][C:15]1[CH:24]=[CH:23][C:18]2[C:11]([C:12]#[N:13])=[CH:20][O:21][C:17]=2[CH:16]=1. (3) Given the reactants [Br:1][C:2]1[CH:12]=[CH:11][C:5]([C:6]([O:8][CH2:9][CH3:10])=[O:7])=[CH:4][C:3]=1[OH:13].C(=O)([O-])[O-].[K+].[K+].I[CH2:21][CH3:22], predict the reaction product. The product is: [Br:1][C:2]1[CH:12]=[CH:11][C:5]([C:6]([O:8][CH2:9][CH3:10])=[O:7])=[CH:4][C:3]=1[O:13][CH2:21][CH3:22]. (4) Given the reactants CC(O[C:6](=[O:18])[N:7]([CH3:17])[CH2:8][CH2:9][NH:10][C:11](=[O:16])[C:12]([F:15])([F:14])[F:13])(C)C.FC(F)(F)C(O)=O.C([O-])([O-])=O.[K+].[K+].[F:32][C:33]1[CH:38]=[CH:37][C:36]([C:39]2[S:43][C:42]([CH3:44])=[N:41][C:40]=2C(O)=O)=[CH:35][CH:34]=1.C(N(CC)C(C)C)(C)C.CN(C(ON1N=NC2C=CC=NC1=2)=[N+](C)C)C.F[P-](F)(F)(F)(F)F, predict the reaction product. The product is: [CH3:17][N:7]([CH2:8][CH2:9][NH:10][C:11](=[O:16])[C:12]([F:13])([F:14])[F:15])[C:6]([C:40]1[N:41]=[C:42]([CH3:44])[S:43][C:39]=1[C:36]1[CH:35]=[CH:34][C:33]([F:32])=[CH:38][CH:37]=1)=[O:18]. (5) Given the reactants [Si]([O:8][C@H:9]([C@@H:18]([NH:39][C:40](=[O:46])[O:41][C:42]([CH3:45])([CH3:44])[CH3:43])[CH2:19][C@H:20]([CH2:24][C:25]1[CH:30]=[CH:29][C:28]([O:31][CH3:32])=[C:27]([O:33][CH2:34][CH2:35][CH2:36][O:37][CH3:38])[CH:26]=1)[CH:21]([CH3:23])[CH3:22])[CH2:10][N:11]1[CH2:16][CH2:15][CH2:14][NH:13][C:12]1=[O:17])(C(C)(C)C)(C)C.[F-].C([N+](CCCC)(CCCC)CCCC)CCC.O, predict the reaction product. The product is: [OH:8][C@H:9]([C@@H:18]([NH:39][C:40](=[O:46])[O:41][C:42]([CH3:43])([CH3:45])[CH3:44])[CH2:19][C@H:20]([CH2:24][C:25]1[CH:30]=[CH:29][C:28]([O:31][CH3:32])=[C:27]([O:33][CH2:34][CH2:35][CH2:36][O:37][CH3:38])[CH:26]=1)[CH:21]([CH3:23])[CH3:22])[CH2:10][N:11]1[CH2:16][CH2:15][CH2:14][NH:13][C:12]1=[O:17]. (6) Given the reactants [F:1][C:2]1[CH:7]=[C:6]([S:8]([CH3:11])(=[O:10])=[O:9])[CH:5]=[CH:4][C:3]=1[C:12]1[CH:13]=[C:14]2[CH:20]=[C:19]([CH:21]3[CH2:26][CH2:25][NH:24][CH2:23][CH2:22]3)[O:18][C:15]2=[CH:16][N:17]=1.[F:27][C:28]([F:39])([F:38])[C:29]1([CH2:32]OS(C)(=O)=O)[CH2:31][CH2:30]1.C([O-])([O-])=O.[K+].[K+].CN1CCCC1=O, predict the reaction product. The product is: [F:1][C:2]1[CH:7]=[C:6]([S:8]([CH3:11])(=[O:10])=[O:9])[CH:5]=[CH:4][C:3]=1[C:12]1[CH:13]=[C:14]2[CH:20]=[C:19]([CH:21]3[CH2:26][CH2:25][N:24]([CH2:32][C:29]4([C:28]([F:39])([F:38])[F:27])[CH2:31][CH2:30]4)[CH2:23][CH2:22]3)[O:18][C:15]2=[CH:16][N:17]=1. (7) Given the reactants [NH2:1][C:2]1[N:7]=[C:6]([C:8]2[N:12]([CH2:13][O:14][CH2:15][CH2:16][Si:17]([CH3:20])([CH3:19])[CH3:18])[C:11]([C:21]3[CH:26]=[C:25]([Cl:27])[CH:24]=[CH:23][C:22]=3[CH3:28])=[C:10]([C:29]([O:31][CH2:32][CH3:33])=[O:30])[CH:9]=2)[C:5](I)=[CH:4][N:3]=1.[C:35]([Si:37]([CH3:40])([CH3:39])[CH3:38])#[CH:36].C(N(CC)CC)C.CN(C)CCN(C)C, predict the reaction product. The product is: [NH2:1][C:2]1[N:7]=[C:6]([C:8]2[N:12]([CH2:13][O:14][CH2:15][CH2:16][Si:17]([CH3:20])([CH3:19])[CH3:18])[C:11]([C:21]3[CH:26]=[C:25]([Cl:27])[CH:24]=[CH:23][C:22]=3[CH3:28])=[C:10]([C:29]([O:31][CH2:32][CH3:33])=[O:30])[CH:9]=2)[C:5]([C:36]#[C:35][Si:37]([CH3:40])([CH3:39])[CH3:38])=[CH:4][N:3]=1.